From a dataset of Full USPTO retrosynthesis dataset with 1.9M reactions from patents (1976-2016). Predict the reactants needed to synthesize the given product. (1) Given the product [OH:10][CH2:9][C@@H:8]([N:11]([C:23]([O:25][CH2:26][C:27]1[CH:32]=[CH:31][CH:30]=[CH:29][CH:28]=1)=[O:24])[NH:12][C:13]([O:15][CH2:16][C:17]1[CH:22]=[CH:21][CH:20]=[CH:19][CH:18]=1)=[O:14])[CH2:7][CH:4]1[CH2:5][CH2:6][O:1][CH2:2][CH2:3]1, predict the reactants needed to synthesize it. The reactants are: [O:1]1[CH2:6][CH2:5][CH:4]([CH2:7][CH2:8][CH:9]=[O:10])[CH2:3][CH2:2]1.[N:11]([C:23]([O:25][CH2:26][C:27]1[CH:32]=[CH:31][CH:30]=[CH:29][CH:28]=1)=[O:24])=[N:12][C:13]([O:15][CH2:16][C:17]1[CH:22]=[CH:21][CH:20]=[CH:19][CH:18]=1)=[O:14].C1CN[C@@H](C(O)=O)C1.[BH4-].[Na+]. (2) Given the product [C:16]([O:15][C:13]([N:9]1[C:10]2[C:6](=[CH:5][C:4]([N+:1]([O-:3])=[O:2])=[CH:12][CH:11]=2)[CH:7]=[CH:8]1)=[O:14])([CH3:19])([CH3:18])[CH3:17], predict the reactants needed to synthesize it. The reactants are: [N+:1]([C:4]1[CH:5]=[C:6]2[C:10](=[CH:11][CH:12]=1)[NH:9][CH:8]=[CH:7]2)([O-:3])=[O:2].[C:13](O[C:13]([O:15][C:16]([CH3:19])([CH3:18])[CH3:17])=[O:14])([O:15][C:16]([CH3:19])([CH3:18])[CH3:17])=[O:14]. (3) Given the product [C:2]1(=[O:19])[N:6]([CH2:7][CH2:8][CH2:9][S:10]([Cl:21])(=[O:12])=[O:11])[C:5](=[O:14])[C:4]2=[CH:15][CH:16]=[CH:17][CH:18]=[C:3]12, predict the reactants needed to synthesize it. The reactants are: [K].[C:2]1(=[O:19])[N:6]([CH2:7][CH2:8][CH2:9][S:10]([O-])(=[O:12])=[O:11])[C:5](=[O:14])[C:4]2=[CH:15][CH:16]=[CH:17][CH:18]=[C:3]12.P(Cl)(Cl)(Cl)(Cl)[Cl:21].